The task is: Predict the product of the given reaction.. This data is from Forward reaction prediction with 1.9M reactions from USPTO patents (1976-2016). (1) Given the reactants C(OC(=O)[NH:7][C@H:8]1[CH2:13][CH2:12][C@H:11]([CH2:14][CH2:15][N:16]2[CH2:20][CH2:19][CH2:18][CH2:17]2)[CH2:10][CH2:9]1)(C)(C)C.[ClH:22], predict the reaction product. The product is: [ClH:22].[ClH:22].[N:16]1([CH2:15][CH2:14][C@H:11]2[CH2:10][CH2:9][C@H:8]([NH2:7])[CH2:13][CH2:12]2)[CH2:20][CH2:19][CH2:18][CH2:17]1. (2) Given the reactants [N:1]#[C:2][SH:3].ClC1C=CC([CH:11]2[N:15]([C:16]3[CH:21]=[CH:20][C:19]([Cl:22])=[CH:18][C:17]=3[Cl:23])[N:14]=[C:13]([C:24]([NH:26][N:27]3[CH2:32][CH2:31][CH2:30][CH2:29][CH2:28]3)=[O:25])[CH2:12]2)=CC=1, predict the reaction product. The product is: [S-:3][C:2]#[N:1].[N:27]1([NH:26][C:24]([C:13]2[CH:12]([C:16]3[CH:21]=[CH:20][C:19]([Cl:22])=[CH:18][CH:17]=3)[CH2:11][N:15]([C:16]3[CH:21]=[CH:20][C:19]([Cl:22])=[CH:18][C:17]=3[Cl:23])[N:14]=2)=[O:25])[CH2:28][CH2:29][CH2:30][CH2:31][CH2:32]1. (3) The product is: [CH3:1][N:2]1[CH2:7][CH2:6][CH2:5][CH:4]([O:8][C:9]([N:11]2[C:17]3[CH:18]=[CH:19][C:20]([NH:22][C:24]4[N:29]=[C:28]([NH:30][C:31]5[C:32]([C:33](=[O:34])[NH:35][CH3:36])=[CH:37][CH:38]=[CH:39][C:40]=5[F:41])[C:27]([Cl:42])=[CH:26][N:25]=4)=[CH:21][C:16]=3[O:15][CH2:14][CH2:13][CH2:12]2)=[O:10])[CH2:3]1. Given the reactants [CH3:1][N:2]1[CH2:7][CH2:6][CH2:5][CH:4]([O:8][C:9]([N:11]2[C:17]3[CH:18]=[CH:19][C:20]([NH2:22])=[CH:21][C:16]=3[O:15][CH2:14][CH2:13][CH2:12]2)=[O:10])[CH2:3]1.Cl[C:24]1[N:29]=[C:28]([NH:30][C:31]2[C:40]([F:41])=[CH:39][CH:38]=[CH:37][C:32]=2[C:33]([NH:35][CH3:36])=[O:34])[C:27]([Cl:42])=[CH:26][N:25]=1, predict the reaction product. (4) The product is: [S:23]([O:8][CH:9]1[CH2:10][CH2:11][N:12]([C:15]([O:17][C:18]([CH3:21])([CH3:20])[CH3:19])=[O:16])[CH2:13][CH2:14]1)([CH3:22])(=[O:25])=[O:24]. Given the reactants C(N(CC)CC)C.[OH:8][CH:9]1[CH2:14][CH2:13][N:12]([C:15]([O:17][C:18]([CH3:21])([CH3:20])[CH3:19])=[O:16])[CH2:11][CH2:10]1.[CH3:22][S:23](Cl)(=[O:25])=[O:24], predict the reaction product. (5) Given the reactants [C:1](/[CH:3]=[CH:4]/[CH:5]1[CH2:10][CH2:9][N:8]([C:11]([O:13][C:14]([CH3:17])([CH3:16])[CH3:15])=[O:12])[CH2:7][CH2:6]1)#[N:2].C(/C=C\C1CCN(C(OC(C)(C)C)=O)CC1)#N, predict the reaction product. The product is: [C:1]([CH2:3][CH2:4][CH:5]1[CH2:10][CH2:9][N:8]([C:11]([O:13][C:14]([CH3:17])([CH3:16])[CH3:15])=[O:12])[CH2:7][CH2:6]1)#[N:2]. (6) Given the reactants Cl[C:2]1[CH:10]=[CH:9][C:5]([C:6]([OH:8])=[O:7])=[CH:4][N:3]=1.[CH2:11]([OH:18])[C:12]1[CH:17]=[CH:16][CH:15]=[CH:14][CH:13]=1.[OH-].[K+].Cl, predict the reaction product. The product is: [CH2:11]([O:18][C:2]1[CH:10]=[CH:9][C:5]([C:6]([OH:8])=[O:7])=[CH:4][N:3]=1)[C:12]1[CH:17]=[CH:16][CH:15]=[CH:14][CH:13]=1. (7) Given the reactants [C:1]([NH:8][C@H:9]([C:18]([OH:20])=[O:19])[CH2:10][C:11]1[CH:16]=[CH:15][C:14]([F:17])=[CH:13][CH:12]=1)([O:3][C:4]([CH3:7])([CH3:6])[CH3:5])=[O:2].[CH3:21][C:22](O)([CH3:24])[CH3:23].C1CCC(N=C=NC2CCCCC2)CC1, predict the reaction product. The product is: [C:22]([O:19][C:18](=[O:20])[C@@H:9]([NH:8][C:1]([O:3][C:4]([CH3:5])([CH3:7])[CH3:6])=[O:2])[CH2:10][C:11]1[CH:12]=[CH:13][C:14]([F:17])=[CH:15][CH:16]=1)([CH3:24])([CH3:23])[CH3:21].